Dataset: Catalyst prediction with 721,799 reactions and 888 catalyst types from USPTO. Task: Predict which catalyst facilitates the given reaction. (1) Reactant: [N:1]1([CH2:7][CH2:8][CH2:9][O:10][C:11]2[CH:18]=[CH:17][C:14]([CH:15]=O)=[CH:13][CH:12]=2)[CH2:6][CH2:5][CH2:4][CH2:3][CH2:2]1.[CH:19](=[C:26]1[CH2:31][CH2:30][NH:29][CH2:28][CH2:27]1)[C:20]1[CH:25]=[CH:24][CH:23]=[CH:22][CH:21]=1.C(O[BH-](OC(=O)C)OC(=O)C)(=O)C.[Na+].[OH-].[Na+].[CH2:48]([Cl:50])[Cl:49]. Product: [NH3:1].[CH2:48]([Cl:50])[Cl:49].[CH:19](=[C:26]1[CH2:31][CH2:30][N:29]([CH2:15][C:14]2[CH:17]=[CH:18][C:11]([O:10][CH2:9][CH2:8][CH2:7][N:1]3[CH2:6][CH2:5][CH2:4][CH2:3][CH2:2]3)=[CH:12][CH:13]=2)[CH2:28][CH2:27]1)[C:20]1[CH:25]=[CH:24][CH:23]=[CH:22][CH:21]=1. The catalyst class is: 15. (2) Reactant: [O:1]=[C:2]([N:23]1[C:29]2[CH:30]=[CH:31][CH:32]=[CH:33][C:28]=2[CH2:27][CH2:26][CH2:25][CH2:24]1)[CH2:3][N:4]1[C:10]2[CH:11]=[CH:12][CH:13]=[CH:14][C:9]=2[N:8]([C:15]2[CH:20]=[CH:19][CH:18]=[CH:17][CH:16]=2)[C:7](=[O:21])[CH2:6][C:5]1=[O:22].Br[CH2:35][C:36]1[C:44]2[C:39](=[CH:40][CH:41]=[CH:42][CH:43]=2)[N:38]([C:45]([O:47][C:48]([CH3:51])([CH3:50])[CH3:49])=[O:46])[N:37]=1. Product: [O:22]=[C:5]1[N:4]([CH2:3][C:2](=[O:1])[N:23]2[C:29]3[CH:30]=[CH:31][CH:32]=[CH:33][C:28]=3[CH2:27][CH2:26][CH2:25][CH2:24]2)[C:10]2[CH:11]=[CH:12][CH:13]=[CH:14][C:9]=2[N:8]([C:15]2[CH:20]=[CH:19][CH:18]=[CH:17][CH:16]=2)[C:7](=[O:21])[CH:6]1[CH2:35][C:36]1[C:44]2[C:39](=[CH:40][CH:41]=[CH:42][CH:43]=2)[N:38]([C:45]([O:47][C:48]([CH3:51])([CH3:50])[CH3:49])=[O:46])[N:37]=1. The catalyst class is: 575. (3) Reactant: Br[CH2:2][C:3]([CH3:5])=[CH2:4].C(=O)([O-])[O-].[Cs+].[Cs+].[CH3:12][C:13]1[CH:14]=[C:15]([C:22]2[CH:23]=[N:24][NH:25][CH:26]=2)[CH:16]=[C:17]([N+:19]([O-:21])=[O:20])[CH:18]=1. Product: [CH3:12][C:13]1[CH:14]=[C:15]([C:22]2[CH:26]=[N:25][N:24]([CH2:4][C:3]([CH3:5])=[CH2:2])[CH:23]=2)[CH:16]=[C:17]([N+:19]([O-:21])=[O:20])[CH:18]=1. The catalyst class is: 44. (4) Reactant: [CH:1]1([N:4]([CH2:18][C:19]2[O:20][CH:21]=[C:22]([C:24]([N:26]3[CH2:31][CH2:30][NH:29][CH2:28][CH2:27]3)=[O:25])[N:23]=2)[S:5]([C:8]2[C:13]([CH3:14])=[CH:12][C:11]([O:15][CH3:16])=[CH:10][C:9]=2[CH3:17])(=[O:7])=[O:6])[CH2:3][CH2:2]1.[N:32]1[C:41]2[C:36](=[CH:37][CH:38]=[CH:39][CH:40]=2)[CH:35]=[C:34]([CH:42]=O)[CH:33]=1.CC(O)=O. Product: [CH:1]1([N:4]([CH2:18][C:19]2[O:20][CH:21]=[C:22]([C:24]([N:26]3[CH2:31][CH2:30][N:29]([CH2:42][C:34]4[CH:33]=[N:32][C:41]5[C:36]([CH:35]=4)=[CH:37][CH:38]=[CH:39][CH:40]=5)[CH2:28][CH2:27]3)=[O:25])[N:23]=2)[S:5]([C:8]2[C:9]([CH3:17])=[CH:10][C:11]([O:15][CH3:16])=[CH:12][C:13]=2[CH3:14])(=[O:6])=[O:7])[CH2:2][CH2:3]1. The catalyst class is: 26. (5) Product: [CH2:33]([N:5]([CH2:1][CH:2]([CH3:4])[CH3:3])[C:6]1[CH:11]=[CH:10][C:9]([C:12]2[C:13]([C:19]([OH:21])=[O:20])=[C:14]([CH3:18])[CH:15]=[CH:16][CH:17]=2)=[CH:8][C:7]=1[NH:23][C:24]([NH:26][C:27]1[O:31][N:30]=[C:29]([CH3:32])[CH:28]=1)=[O:25])[CH:34]([CH3:35])[CH3:36]. Reactant: [CH2:1]([N:5]([CH2:33][CH:34]([CH3:36])[CH3:35])[C:6]1[CH:11]=[CH:10][C:9]([C:12]2[C:13]([C:19]([O:21]C)=[O:20])=[C:14]([CH3:18])[CH:15]=[CH:16][CH:17]=2)=[CH:8][C:7]=1[NH:23][C:24]([NH:26][C:27]1[O:31][N:30]=[C:29]([CH3:32])[CH:28]=1)=[O:25])[CH:2]([CH3:4])[CH3:3].[OH-].[Li+].[OH-].[Na+]. The catalyst class is: 30. (6) The catalyst class is: 10. Product: [CH2:28]([N:30]([CH2:12][CH:8]1[O:7][C:6]2[CH:5]=[C:4]([S:24]([CH3:27])(=[O:25])=[O:26])[CH:3]=[C:2]([F:1])[C:11]=2[O:10][CH2:9]1)[CH2:31][CH2:32][CH3:33])[CH3:29]. Reactant: [F:1][C:2]1[C:11]2[O:10][CH2:9][CH:8]([CH2:12]OS(C3C=CC(C)=CC=3)(=O)=O)[O:7][C:6]=2[CH:5]=[C:4]([S:24]([CH3:27])(=[O:26])=[O:25])[CH:3]=1.[CH2:28]([NH:30][CH2:31][CH2:32][CH3:33])[CH3:29]. (7) Reactant: [Cl:1][C:2]1[N:9]=[C:8]([NH:10][C:11]2[CH:15]=[C:14]([CH3:16])[NH:13][N:12]=2)[CH:7]=[C:6]([C:17]2[CH:18]=[N:19][CH:20]=[CH:21][CH:22]=2)[C:3]=1[C:4]#[N:5].[ClH:23].[F:24][C:25]1[CH:26]=[C:27]([CH:32]=[CH:33][CH:34]=1)[O:28][CH2:29][CH2:30][NH2:31].C(=O)([O-])O.[Na+].CS(C)=O. Product: [ClH:1].[ClH:23].[F:24][C:25]1[CH:26]=[C:27]([CH:32]=[CH:33][CH:34]=1)[O:28][CH2:29][CH2:30][NH:31][C:2]1[N:9]=[C:8]([NH:10][C:11]2[CH:15]=[C:14]([CH3:16])[NH:13][N:12]=2)[CH:7]=[C:6]([C:17]2[CH:18]=[N:19][CH:20]=[CH:21][CH:22]=2)[C:3]=1[C:4]#[N:5]. The catalyst class is: 6. (8) Reactant: [N:1]1[C:9]2[C:4](=[N:5][CH:6]=[CH:7][CH:8]=2)[N:3]([CH2:10][O:11][CH2:12][CH2:13][O:14]C(=O)C)[CH:2]=1.C[O-].[Na+]. Product: [N:1]1[C:9]2[C:4](=[N:5][CH:6]=[CH:7][CH:8]=2)[N:3]([CH2:10][O:11][CH2:12][CH2:13][OH:14])[CH:2]=1. The catalyst class is: 5.